From a dataset of Catalyst prediction with 721,799 reactions and 888 catalyst types from USPTO. Predict which catalyst facilitates the given reaction. (1) Reactant: [N+:1]([C:4]1[CH:5]=[C:6]([CH:10]=[CH:11][C:12]=1[CH3:13])[C:7]([OH:9])=O)([O-:3])=[O:2].CN(C(ON1N=NC2C=CC=NC1=2)=[N+](C)C)C.F[P-](F)(F)(F)(F)F.CCN(C(C)C)C(C)C.[CH3:47][C:48]1[N:49]([C:53]2[CH:54]=[C:55]([CH:57]=[C:58]([C:60]([F:63])([F:62])[F:61])[CH:59]=2)[NH2:56])[CH:50]=[CH:51][N:52]=1. Product: [CH3:13][C:12]1[CH:11]=[CH:10][C:6]([C:7]([NH:56][C:55]2[CH:57]=[C:58]([C:60]([F:61])([F:62])[F:63])[CH:59]=[C:53]([N:49]3[CH:50]=[CH:51][N:52]=[C:48]3[CH3:47])[CH:54]=2)=[O:9])=[CH:5][C:4]=1[N+:1]([O-:3])=[O:2]. The catalyst class is: 39. (2) Reactant: [C:1]([O:5][C:6](=[O:20])[C:7]([CH3:19])([S:9][C:10]1[CH:18]=[CH:17][C:13]([C:14]([OH:16])=[O:15])=[CH:12][CH:11]=1)[CH3:8])([CH3:4])([CH3:3])[CH3:2].[CH3:21][C:22]1[CH:35]=[CH:34][C:25]([CH2:26][N:27]2[CH:31]=[C:30]([CH2:32]O)[CH:29]=[N:28]2)=[CH:24][CH:23]=1.C1(N=C=NC2CCCCC2)CCCCC1. Product: [C:1]([O:5][C:6](=[O:20])[C:7]([CH3:8])([S:9][C:10]1[CH:11]=[CH:12][C:13]([C:14]([O:16][CH2:32][C:30]2[CH:29]=[N:28][N:27]([CH2:26][C:25]3[CH:34]=[CH:35][C:22]([CH3:21])=[CH:23][CH:24]=3)[CH:31]=2)=[O:15])=[CH:17][CH:18]=1)[CH3:19])([CH3:2])([CH3:3])[CH3:4]. The catalyst class is: 119. (3) Reactant: [CH3:1][C:2]1([C:18]([OH:20])=O)[CH2:7][CH2:6][N:5]([C:8]2[C:9]3[C:16]([CH3:17])=[CH:15][NH:14][C:10]=3[N:11]=[CH:12][N:13]=2)[CH2:4][CH2:3]1.CN([P+](ON1N=NC2C=CC=CC1=2)(N(C)C)N(C)C)C.F[P-](F)(F)(F)(F)F.C(N(CC)CC)C.[CH3:55][O:56][C:57]1[CH:58]=[C:59]([CH:61]=[CH:62][CH:63]=1)[NH2:60]. Product: [CH3:55][O:56][C:57]1[CH:58]=[C:59]([NH:60][C:18]([C:2]2([CH3:1])[CH2:7][CH2:6][N:5]([C:8]3[C:9]4[C:16]([CH3:17])=[CH:15][NH:14][C:10]=4[N:11]=[CH:12][N:13]=3)[CH2:4][CH2:3]2)=[O:20])[CH:61]=[CH:62][CH:63]=1. The catalyst class is: 3. (4) Product: [Cl:1][C:2]1[N:6]2[CH:7]=[C:8]([C:15]3[CH:19]=[CH:18][O:17][CH:16]=3)[CH:9]=[C:10]([C:11]([F:14])([F:13])[F:12])[C:5]2=[N:4][C:3]=1[C:20]([N:22]1[CH2:26][CH2:25][CH:24]([N:27]([C:28]2[CH:33]=[CH:32][CH:31]=[CH:30][CH:29]=2)[C:41](=[O:43])[CH3:42])[CH2:23]1)=[O:21]. The catalyst class is: 1. Reactant: [Cl:1][C:2]1[N:6]2[CH:7]=[C:8]([C:15]3[CH:19]=[CH:18][O:17][CH:16]=3)[CH:9]=[C:10]([C:11]([F:14])([F:13])[F:12])[C:5]2=[N:4][C:3]=1[C:20]([N:22]1[CH2:26][CH2:25][CH:24]([NH:27][C:28]2[CH:33]=[CH:32][CH:31]=[CH:30][CH:29]=2)[CH2:23]1)=[O:21].CCN(CC)CC.[C:41](Cl)(=[O:43])[CH3:42]. (5) Reactant: [CH3:1][CH:2]([CH3:28])[CH2:3][CH:4]=[CH:5][C@@H:6]1[CH2:10][C@@H:9]([O:11]C2CCCCO2)[CH2:8][N:7]1[C:18]([O:20][CH2:21][C:22]1[CH:27]=[CH:26][CH:25]=[CH:24][CH:23]=1)=[O:19].Cl.C(Cl)(Cl)Cl.O. Product: [OH:11][C@H:9]1[CH2:8][N:7]([C:18]([O:20][CH2:21][C:22]2[CH:27]=[CH:26][CH:25]=[CH:24][CH:23]=2)=[O:19])[C@H:6]([CH:5]=[CH:4][CH2:3][CH:2]([CH3:28])[CH3:1])[CH2:10]1. The catalyst class is: 7. (6) Reactant: [CH3:1][O:2][C:3]1[C:8]([O:9][CH3:10])=[C:7]([O:11][CH3:12])[CH:6]=[CH:5][C:4]=1[OH:13].[C:14]([O-])([O-])=O.[K+].[K+].CI.CCOC(C)=O. Product: [CH3:12][O:11][C:7]1[CH:6]=[CH:5][C:4]([O:13][CH3:14])=[C:3]([O:2][CH3:1])[C:8]=1[O:9][CH3:10]. The catalyst class is: 21. (7) Reactant: [Cl-].[Ce+3].[Cl-].[Cl-].[Br:5][C:6]1[CH:11]=[CH:10][C:9]([CH2:12][C:13]([C:15]2[N:16]([S:26]([N:29]([CH3:31])[CH3:30])(=[O:28])=[O:27])[CH:17]=[C:18]([CH2:20][C:21]([CH3:25])([CH3:24])[CH2:22][CH3:23])[N:19]=2)=[O:14])=[CH:8][CH:7]=1.[CH3:32][Mg]Br. Product: [Br:5][C:6]1[CH:11]=[CH:10][C:9]([CH2:12][C:13]([C:15]2[N:16]([S:26]([N:29]([CH3:31])[CH3:30])(=[O:27])=[O:28])[CH:17]=[C:18]([CH2:20][C:21]([CH3:25])([CH3:24])[CH2:22][CH3:23])[N:19]=2)([OH:14])[CH3:32])=[CH:8][CH:7]=1. The catalyst class is: 7. (8) Reactant: [OH-].[Na+].[NH:3]([C:10]1[N:19]([C:20]2[CH:25]=[CH:24][CH:23]=[CH:22][CH:21]=2)[C:18]2[N:17]=[C:16]([S:26][CH2:27][C:28]([O:30]CC)=[O:29])[CH:15]=[C:14]([C:33]([F:36])([F:35])[F:34])[C:13]=2[C:12](=[O:37])[CH:11]=1)[C:4]1[CH:9]=[CH:8][CH:7]=[CH:6][CH:5]=1. Product: [NH:3]([C:10]1[N:19]([C:20]2[CH:25]=[CH:24][CH:23]=[CH:22][CH:21]=2)[C:18]2[N:17]=[C:16]([S:26][CH2:27][C:28]([OH:30])=[O:29])[CH:15]=[C:14]([C:33]([F:36])([F:35])[F:34])[C:13]=2[C:12](=[O:37])[CH:11]=1)[C:4]1[CH:5]=[CH:6][CH:7]=[CH:8][CH:9]=1. The catalyst class is: 14.